The task is: Regression. Given a peptide amino acid sequence and an MHC pseudo amino acid sequence, predict their binding affinity value. This is MHC class I binding data.. This data is from Peptide-MHC class I binding affinity with 185,985 pairs from IEDB/IMGT. (1) The peptide sequence is SDYLELDTI. The MHC is Patr-A0401 with pseudo-sequence Patr-A0401. The binding affinity (normalized) is 0. (2) The peptide sequence is KAEMQLKIDK. The MHC is HLA-A03:01 with pseudo-sequence HLA-A03:01. The binding affinity (normalized) is 0.240. (3) The peptide sequence is NTEGNTITL. The MHC is H-2-Kb with pseudo-sequence H-2-Kb. The binding affinity (normalized) is 0. (4) The peptide sequence is MVLSGTLAY. The MHC is HLA-B45:06 with pseudo-sequence HLA-B45:06. The binding affinity (normalized) is 0.213.